This data is from Full USPTO retrosynthesis dataset with 1.9M reactions from patents (1976-2016). The task is: Predict the reactants needed to synthesize the given product. (1) Given the product [CH3:18][O:19][CH2:20][C:21](=[O:34])[CH2:22][C:23]1[N:27]([C:28]2[CH:29]=[CH:30][CH:31]=[CH:32][CH:33]=2)[N:26]=[CH:25][CH:24]=1, predict the reactants needed to synthesize it. The reactants are: CS(C)=O.FC(F)(F)C(OC(=O)C(F)(F)F)=O.[CH3:18][O:19][CH2:20][CH:21]([OH:34])[CH2:22][C:23]1[N:27]([C:28]2[CH:33]=[CH:32][CH:31]=[CH:30][CH:29]=2)[N:26]=[CH:25][CH:24]=1.C(N(CC)CC)C. (2) Given the product [C:4]1([C:1]([C:10]2[CH:15]=[CH:14][C:13]([O:17][CH2:21][CH2:22][OH:23])=[CH:12][CH:11]=2)([CH3:3])[CH3:2])[CH:9]=[CH:8][CH:7]=[CH:6][CH:5]=1, predict the reactants needed to synthesize it. The reactants are: [C:1]([C:10]1[CH:15]=[CH:14][CH:13]=[CH:12][C:11]=1O)([C:4]1[CH:9]=[CH:8][CH:7]=[CH:6][CH:5]=1)([CH3:3])[CH3:2].[OH-:17].[Na+].O.Cl[CH2:21][CH2:22][OH:23].